Dataset: Forward reaction prediction with 1.9M reactions from USPTO patents (1976-2016). Task: Predict the product of the given reaction. Given the reactants [C:1]([O:5][C:6]([N:8]1[C:13]2[CH:14]=[C:15]([Cl:21])[C:16]([N:18]([CH3:20])[CH3:19])=[CH:17][C:12]=2[O:11][CH:10]([C:22]([OH:24])=O)[CH2:9]1)=[O:7])([CH3:4])([CH3:3])[CH3:2].CCN=C=NCCCN(C)C.C1C=CC2N(O)N=NC=2C=1.CCN(C(C)C)C(C)C.[N:55]1[CH:60]=[CH:59][C:58]([CH2:61][C:62]2([C:68]#[N:69])[CH2:67][CH2:66][NH:65][CH2:64][CH2:63]2)=[CH:57][CH:56]=1, predict the reaction product. The product is: [C:1]([O:5][C:6]([N:8]1[C:13]2[CH:14]=[C:15]([Cl:21])[C:16]([N:18]([CH3:19])[CH3:20])=[CH:17][C:12]=2[O:11][CH:10]([C:22]([N:65]2[CH2:66][CH2:67][C:62]([C:68]#[N:69])([CH2:61][C:58]3[CH:57]=[CH:56][N:55]=[CH:60][CH:59]=3)[CH2:63][CH2:64]2)=[O:24])[CH2:9]1)=[O:7])([CH3:3])([CH3:2])[CH3:4].